This data is from Forward reaction prediction with 1.9M reactions from USPTO patents (1976-2016). The task is: Predict the product of the given reaction. (1) Given the reactants [CH3:1][O:2][C:3]1[N:8]=[CH:7][C:6]([CH2:9][C:10]2[CH:15]=[CH:14][C:13]([NH2:16])=[CH:12][CH:11]=2)=[CH:5][CH:4]=1.[CH3:17][C:18]1[CH:23]=[CH:22][C:21]([N:24]=[C:25]=[O:26])=[CH:20][CH:19]=1, predict the reaction product. The product is: [CH3:1][O:2][C:3]1[N:8]=[CH:7][C:6]([CH2:9][C:10]2[CH:11]=[CH:12][C:13]([NH:16][C:25]([NH:24][C:21]3[CH:22]=[CH:23][C:18]([CH3:17])=[CH:19][CH:20]=3)=[O:26])=[CH:14][CH:15]=2)=[CH:5][CH:4]=1. (2) Given the reactants [C:1]([Br:5])(Br)(Br)Br.[CH3:6][C:7]1[CH:12]=[CH:11][C:10]([S:13]([O:16][C@@H:17]2[CH2:21][O:20][C@@H:19]3[C@H](O)[CH2:23][O:24][C@H:18]23)(=[O:15])=[O:14])=[CH:9][CH:8]=1.C1(P(C2C=CC=CC=2)C2C=CC=CC=2)C=CC=CC=1.O, predict the reaction product. The product is: [CH3:6][C:7]1[CH:12]=[CH:11][C:10]([S:13]([O:16][C@@H:17]2[CH2:21][O:20][C@@H:19]3[C@@H:1]([Br:5])[CH2:23][O:24][C@H:18]23)(=[O:15])=[O:14])=[CH:9][CH:8]=1. (3) Given the reactants [Cl:1][C:2]1[CH:3]=[C:4]([C:10]2[CH:15]=[CH:14][C:13]([OH:16])=[C:12]([F:17])[CH:11]=2)[CH:5]=[CH:6][C:7]=1[CH:8]=O.Cl.[NH2:19][OH:20], predict the reaction product. The product is: [Cl:1][C:2]1[CH:3]=[C:4]([C:10]2[CH:15]=[CH:14][C:13]([OH:16])=[C:12]([F:17])[CH:11]=2)[CH:5]=[CH:6][C:7]=1[CH:8]=[N:19][OH:20]. (4) Given the reactants Cl[C:2]1[N:3]=[CH:4][C:5]2[N:11]([CH3:12])[C:10](=[O:13])[C:9]3([CH2:16][CH2:15][CH2:14]3)[CH2:8][N:7]([CH:17]3[CH2:21][CH2:20][CH2:19][CH2:18]3)[C:6]=2[N:22]=1.[NH2:23][C:24]1[CH:32]=[CH:31][C:27]([C:28]([OH:30])=[O:29])=[CH:26][C:25]=1[F:33].C(O)(C(F)(F)F)=O, predict the reaction product. The product is: [CH:17]1([N:7]2[CH2:8][C:9]3([CH2:16][CH2:15][CH2:14]3)[C:10](=[O:13])[N:11]([CH3:12])[C:5]3[CH:4]=[N:3][C:2]([NH:23][C:24]4[CH:32]=[CH:31][C:27]([C:28]([OH:30])=[O:29])=[CH:26][C:25]=4[F:33])=[N:22][C:6]2=3)[CH2:21][CH2:20][CH2:19][CH2:18]1. (5) Given the reactants [NH2:1][C:2]1[C:10]([CH3:11])=[CH:9][C:8]([Cl:12])=[CH:7][C:3]=1[C:4]([OH:6])=[O:5].N12CCCC=C1CCNC[CH2:14]2.S(OC)(OC)(=O)=O.Cl, predict the reaction product. The product is: [CH3:14][O:5][C:4](=[O:6])[C:3]1[CH:7]=[C:8]([Cl:12])[CH:9]=[C:10]([CH3:11])[C:2]=1[NH2:1].